This data is from Forward reaction prediction with 1.9M reactions from USPTO patents (1976-2016). The task is: Predict the product of the given reaction. (1) Given the reactants C[O:2]/[CH:3]=[CH:4]/[C:5]1[CH:6]=[C:7]([CH:12]=[CH:13][CH:14]=1)[C:8]([O:10][CH3:11])=[O:9].Cl, predict the reaction product. The product is: [O:2]=[CH:3][CH2:4][C:5]1[CH:6]=[C:7]([CH:12]=[CH:13][CH:14]=1)[C:8]([O:10][CH3:11])=[O:9]. (2) Given the reactants Br[C:2]1[C:10]2[O:9][C:8]([C:11]([OH:13])=[O:12])=[CH:7][C:6]=2[CH:5]=[CH:4][CH:3]=1.[CH3:14][O:15][C:16]1[CH:21]=[CH:20][CH:19]=[CH:18][C:17]=1B(O)O.C(=O)([O-])[O-].[Na+].[Na+], predict the reaction product. The product is: [CH3:14][O:15][C:16]1[CH:21]=[CH:20][CH:19]=[CH:18][C:17]=1[C:2]1[C:10]2[O:9][C:8]([C:11]([OH:13])=[O:12])=[CH:7][C:6]=2[CH:5]=[CH:4][CH:3]=1.